Dataset: Forward reaction prediction with 1.9M reactions from USPTO patents (1976-2016). Task: Predict the product of the given reaction. (1) Given the reactants [NH2:1][C:2]1[C:11]2[N:12]=[C:13]([CH3:21])[N:14]([CH2:15][CH2:16][CH2:17][C:18](=O)[CH3:19])[C:10]=2[C:9]2[CH:8]=[CH:7][CH:6]=[CH:5][C:4]=2[N:3]=1.Cl.[CH3:23][O:24][NH2:25], predict the reaction product. The product is: [CH3:23][O:24][N:25]=[C:18]([CH2:17][CH2:16][CH2:15][N:14]1[C:10]2[C:9]3[CH:8]=[CH:7][CH:6]=[CH:5][C:4]=3[N:3]=[C:2]([NH2:1])[C:11]=2[N:12]=[C:13]1[CH3:21])[CH3:19]. (2) Given the reactants [Cl:1][C:2]1[CH:3]=[CH:4][C:5]([NH:11][C:12](=[O:15])[CH2:13]Cl)=[C:6]([CH:10]=1)[C:7]([OH:9])=[O:8].[CH:16]([NH2:29])([C:23]1[CH:28]=[CH:27][CH:26]=[CH:25][CH:24]=1)[C:17]1[CH:22]=[CH:21][CH:20]=[CH:19][CH:18]=1.[I-].[Na+], predict the reaction product. The product is: [Cl:1][C:2]1[CH:3]=[CH:4][C:5]([NH:11][C:12](=[O:15])[CH2:13][NH:29][CH:16]([C:17]2[CH:22]=[CH:21][CH:20]=[CH:19][CH:18]=2)[C:23]2[CH:28]=[CH:27][CH:26]=[CH:25][CH:24]=2)=[C:6]([CH:10]=1)[C:7]([OH:9])=[O:8]. (3) Given the reactants [OH:1][CH2:2][CH2:3][C:4]1[C:12]2[C:11]([NH:13][C@@H:14]3[CH2:19][CH2:18][CH2:17][N:16]([C:20]([O:22][C:23]([CH3:26])([CH3:25])[CH3:24])=[O:21])[CH2:15]3)=[N:10][CH:9]=[N:8][C:7]=2[NH:6][CH:5]=1.[CH3:27][S:28](Cl)(=[O:30])=[O:29].CCN(C(C)C)C(C)C.O.C(Cl)Cl, predict the reaction product. The product is: [CH3:27][S:28]([O:1][CH2:2][CH2:3][C:4]1[C:12]2[C:11]([NH:13][C@@H:14]3[CH2:19][CH2:18][CH2:17][N:16]([C:20]([O:22][C:23]([CH3:26])([CH3:25])[CH3:24])=[O:21])[CH2:15]3)=[N:10][CH:9]=[N:8][C:7]=2[NH:6][CH:5]=1)(=[O:30])=[O:29]. (4) Given the reactants [CH3:1][O:2][C:3]1[CH:8]=[CH:7][C:6]([C:9]2[S:10][C:11]3[C:12](=[C:14]([C:18]#[N:19])[CH:15]=[CH:16][CH:17]=3)[N:13]=2)=[CH:5][CH:4]=1.[OH2:20], predict the reaction product. The product is: [CH3:1][O:2][C:3]1[CH:4]=[CH:5][C:6]([C:9]2[S:10][C:11]3[C:12](=[C:14]([C:18]([NH2:19])=[O:20])[CH:15]=[CH:16][CH:17]=3)[N:13]=2)=[CH:7][CH:8]=1. (5) Given the reactants [CH:1]1[C:10]2[C:5](=[CH:6][CH:7]=[C:8]([C:11]3[CH:12]=[C:13]([CH:18]=[CH:19][CH:20]=3)[C:14]([O:16]C)=[O:15])[CH:9]=2)[CH:4]=[CH:3][C:2]=1[C:21]1[CH:22]=[C:23]([CH:28]=[CH:29][CH:30]=1)[C:24]([O:26]C)=[O:25], predict the reaction product. The product is: [CH:1]1[C:10]2[C:5](=[CH:6][CH:7]=[C:8]([C:11]3[CH:12]=[C:13]([CH:18]=[CH:19][CH:20]=3)[C:14]([OH:16])=[O:15])[CH:9]=2)[CH:4]=[CH:3][C:2]=1[C:21]1[CH:22]=[C:23]([CH:28]=[CH:29][CH:30]=1)[C:24]([OH:26])=[O:25]. (6) The product is: [CH2:38]([C@H:37]([NH:36][C:29](=[O:30])[O:31][C:32]([CH3:33])([CH3:34])[CH3:35])[C:45](=[O:47])[NH:62][C:49]1[CH:50]=[CH:51][C:52]2[O:53][C:54]3[CH2:61][CH2:60][CH2:59][CH2:58][CH2:57][C:55]=3[C:56]=2[CH:48]=1)[C:39]1[CH:40]=[CH:41][CH:42]=[CH:43][CH:44]=1. Given the reactants C(N(CC)CC)C.CN(C)CCCN=C=NCC.ON1C2C=CC=CC=2N=N1.[C:29]([NH:36][C@H:37]([C:45]([OH:47])=O)[CH2:38][C:39]1[CH:44]=[CH:43][CH:42]=[CH:41][CH:40]=1)([O:31][C:32]([CH3:35])([CH3:34])[CH3:33])=[O:30].[CH:48]1[C:56]2[C:55]3[CH2:57][CH2:58][CH2:59][CH2:60][CH2:61][C:54]=3[O:53][C:52]=2[CH:51]=[CH:50][C:49]=1[NH2:62], predict the reaction product. (7) Given the reactants [NH2:1][C:2]1[N:7]=[C:6]([C:8]2[CH:15]=[CH:14][C:11]([C:12]#[N:13])=[C:10](F)[CH:9]=2)[CH:5]=[C:4]([N:17]2[CH2:22][CH2:21][O:20][CH:19]([C:23]3[NH:24][CH:25]=[C:26]([C:28]4[CH:33]=[CH:32][C:31]([O:34][CH3:35])=[CH:30][CH:29]=4)[N:27]=3)[CH2:18]2)[N:3]=1.[NH2:36][NH2:37], predict the reaction product. The product is: [NH2:1][C:2]1[N:7]=[C:6]([C:8]2[CH:9]=[C:10]3[C:11]([C:12]([NH2:13])=[N:36][NH:37]3)=[CH:14][CH:15]=2)[CH:5]=[C:4]([N:17]2[CH2:22][CH2:21][O:20][CH:19]([C:23]3[NH:24][CH:25]=[C:26]([C:28]4[CH:33]=[CH:32][C:31]([O:34][CH3:35])=[CH:30][CH:29]=4)[N:27]=3)[CH2:18]2)[N:3]=1. (8) Given the reactants [C:1]([NH:4][C:5]1[CH:6]=[C:7]2[C:11](=[CH:12][CH:13]=1)[CH2:10][CH2:9][CH2:8]2)(=O)[CH3:2].I[C:15]1[CH:20]=CC=[CH:17][C:16]=1[CH3:21].C(=O)([O-])[O-].[K+].[K+].[OH-].[K+], predict the reaction product. The product is: [CH2:10]1[C:11]2[C:7](=[CH:6][C:5]([NH:4][C:1]3[CH:20]=[CH:15][C:16]([CH3:21])=[CH:17][CH:2]=3)=[CH:13][CH:12]=2)[CH2:8][CH2:9]1. (9) Given the reactants Br[C:2]1[CH:3]=[C:4]([N:22]([CH2:29][CH3:30])[CH:23]2[CH2:28][CH2:27][O:26][CH2:25][CH2:24]2)[C:5]([CH3:21])=[C:6]([CH:20]=1)[C:7]([NH:9][CH2:10][C:11]1[C:12](=[O:19])[NH:13][C:14]([CH3:18])=[CH:15][C:16]=1[CH3:17])=[O:8].[CH3:31][N:32]([CH2:34][C:35]1[CH:40]=[CH:39][C:38](B(O)O)=[CH:37][CH:36]=1)[CH3:33].C([O-])([O-])=O.[Na+].[Na+], predict the reaction product. The product is: [CH3:17][C:16]1[CH:15]=[C:14]([CH3:18])[NH:13][C:12](=[O:19])[C:11]=1[CH2:10][NH:9][C:7]([C:6]1[CH:20]=[C:2]([C:38]2[CH:39]=[CH:40][C:35]([CH2:34][N:32]([CH3:33])[CH3:31])=[CH:36][CH:37]=2)[CH:3]=[C:4]([N:22]([CH2:29][CH3:30])[CH:23]2[CH2:28][CH2:27][O:26][CH2:25][CH2:24]2)[C:5]=1[CH3:21])=[O:8]. (10) Given the reactants [CH2:1]([N:3]([CH2:6][C:7]1[CH:12]=[CH:11][C:10]([NH2:13])=[CH:9][CH:8]=1)[CH2:4][CH3:5])[CH3:2].[Cl:14][C:15]1[CH:20]=[C:19]([C:21]([F:24])([F:23])[F:22])[CH:18]=[CH:17][C:16]=1[C:25]#[C:26][C:27](O)=[O:28], predict the reaction product. The product is: [CH2:1]([N:3]([CH2:6][C:7]1[CH:8]=[CH:9][C:10]([NH:13][C:27](=[O:28])[C:26]#[C:25][C:16]2[CH:17]=[CH:18][C:19]([C:21]([F:23])([F:22])[F:24])=[CH:20][C:15]=2[Cl:14])=[CH:11][CH:12]=1)[CH2:4][CH3:5])[CH3:2].